Dataset: Forward reaction prediction with 1.9M reactions from USPTO patents (1976-2016). Task: Predict the product of the given reaction. (1) The product is: [C:17]([O:16][C:14](=[O:15])[NH:13][C@H:10]1[CH2:11][CH2:12][C@H:7]([CH2:6][C:21]#[N:22])[CH2:8][CH2:9]1)([CH3:20])([CH3:19])[CH3:18]. Given the reactants CS(O[CH2:6][C@H:7]1[CH2:12][CH2:11][C@H:10]([NH:13][C:14]([O:16][C:17]([CH3:20])([CH3:19])[CH3:18])=[O:15])[CH2:9][CH2:8]1)(=O)=O.[C-:21]#[N:22].[Na+], predict the reaction product. (2) Given the reactants [O-]P([O-])([O-])=O.[K+].[K+].[K+].[F:9][C:10]1[CH:11]=[C:12]([CH:34]=[C:35]([F:37])[CH:36]=1)[CH2:13][C@H:14]([NH:30][C:31](=[O:33])[CH3:32])[C@H:15]([OH:29])[CH2:16][NH:17][C@@H:18]1[C:27]2[C:22](=[CH:23][CH:24]=[C:25](I)[CH:26]=2)[O:21][CH2:20][CH2:19]1.B(O)O.CCCC[N+:45]([CH2:54][CH2:55][CH2:56][CH3:57])(CCCC)CCCC.[F-], predict the reaction product. The product is: [F:9][C:10]1[CH:11]=[C:12]([CH:34]=[C:35]([F:37])[CH:36]=1)[CH2:13][C@H:14]([NH:30][C:31](=[O:33])[CH3:32])[C@H:15]([OH:29])[CH2:16][NH:17][C@@H:18]1[C:27]2[C:22](=[CH:23][CH:24]=[C:25]([C:56]3[CH:55]=[CH:54][NH:45][CH:57]=3)[CH:26]=2)[O:21][CH2:20][CH2:19]1. (3) Given the reactants CO[N:3]=[C:4]1[C:13]2[C:8](=[CH:9][CH:10]=[C:11]([CH3:14])[CH:12]=2)[O:7][CH2:6][CH2:5]1, predict the reaction product. The product is: [CH3:14][C:11]1[CH:12]=[C:13]2[C:8](=[CH:9][CH:10]=1)[O:7][CH2:6][CH2:5][CH:4]2[NH2:3]. (4) Given the reactants [F:1][C:2]1[CH:25]=[CH:24][CH:23]=[C:22]([F:26])[C:3]=1[C:4]([NH:6][C:7]1[S:8][C:9](C2C=CC=C(C(F)(F)F)C=2)=[CH:10][CH:11]=1)=[O:5].[O:27]1[CH:31]=[CH:30][N:29]=[C:28]1[C:32]1[CH:33]=[CH:34][C:35]([CH3:41])=[C:36](B(O)O)[CH:37]=1, predict the reaction product. The product is: [F:1][C:2]1[CH:25]=[CH:24][CH:23]=[C:22]([F:26])[C:3]=1[C:4]([NH:6][C:7]1[S:8][C:9]([C:36]2[CH:37]=[C:32]([C:28]3[O:27][CH:31]=[CH:30][N:29]=3)[CH:33]=[CH:34][C:35]=2[CH3:41])=[CH:10][CH:11]=1)=[O:5]. (5) Given the reactants Br[C:2]1[CH:3]=[N:4][CH:5]=[C:6]([CH:28]=1)[C:7]([NH:9][C:10]1[CH:11]=[N:12][C:13]([C:16]2([C:26]#[N:27])[CH2:25][CH2:24][C:19]3([O:23][CH2:22][CH2:21][O:20]3)[CH2:18][CH2:17]2)=[CH:14][CH:15]=1)=[O:8].[F:29][C:30]1[CH:35]=[CH:34][C:33](B(O)O)=[CH:32][CH:31]=1.C(=O)([O-])[O-].[Na+].[Na+].C(O)C, predict the reaction product. The product is: [C:26]([C:16]1([C:13]2[N:12]=[CH:11][C:10]([NH:9][C:7](=[O:8])[C:6]3[CH:28]=[C:2]([C:33]4[CH:34]=[CH:35][C:30]([F:29])=[CH:31][CH:32]=4)[CH:3]=[N:4][CH:5]=3)=[CH:15][CH:14]=2)[CH2:25][CH2:24][C:19]2([O:23][CH2:22][CH2:21][O:20]2)[CH2:18][CH2:17]1)#[N:27]. (6) Given the reactants [F:1][C:2]([F:15])([F:14])[C:3]([NH:5][CH2:6][CH2:7][CH2:8]OS(C)(=O)=O)=[O:4].Cl.[Cl:17][C:18]1[CH:23]=[CH:22][C:21]([C:24]2[CH2:25][CH2:26][NH:27][CH2:28][CH:29]=2)=[CH:20][CH:19]=1.C(N(CC)CC)C, predict the reaction product. The product is: [Cl:17][C:18]1[CH:23]=[CH:22][C:21]([C:24]2[CH2:29][CH2:28][N:27]([CH2:8][CH2:7][CH2:6][NH:5][C:3](=[O:4])[C:2]([F:15])([F:14])[F:1])[CH2:26][CH:25]=2)=[CH:20][CH:19]=1. (7) The product is: [C:26]([O:21][CH2:20][C:13]1[N:14]([CH2:15][C:16]([OH:18])([CH3:17])[CH3:19])[C:10]2[C:9]3[CH:8]=[CH:7][CH:6]=[CH:5][C:4]=3[N:3]=[C:2]([NH2:1])[C:11]=2[N:12]=1)(=[O:28])[CH3:27]. Given the reactants [NH2:1][C:2]1[C:11]2[N:12]=[C:13]([CH2:20][OH:21])[N:14]([CH2:15][C:16]([CH3:19])([OH:18])[CH3:17])[C:10]=2[C:9]2[CH:8]=[CH:7][CH:6]=[CH:5][C:4]=2[N:3]=1.ClC(Cl)C.[C:26](Cl)(=[O:28])[CH3:27], predict the reaction product. (8) Given the reactants C[O:2][C:3](=O)[C:4]1[CH:9]=[CH:8][C:7]([NH:10][CH2:11][C:12]2[C:13]([O:19][CH3:20])=[N:14][CH:15]=[C:16]([F:18])[CH:17]=2)=[N:6][CH:5]=1.[AlH4-].[Li+].[OH-].[Na+].Cl, predict the reaction product. The product is: [F:18][C:16]1[CH:17]=[C:12]([CH2:11][NH:10][C:7]2[N:6]=[CH:5][C:4]([CH2:3][OH:2])=[CH:9][CH:8]=2)[C:13]([O:19][CH3:20])=[N:14][CH:15]=1. (9) Given the reactants [CH3:1][C:2]1[N:7]=[C:6]2[NH:8][N:9]=[CH:10][C:5]2=[C:4]([NH2:11])[N:3]=1.I[C:13]1[CH:14]=[C:15]([CH:21]=[CH:22][CH:23]=1)[C:16]([O:18][CH2:19][CH3:20])=[O:17], predict the reaction product. The product is: [NH2:11][C:4]1[N:3]=[C:2]([CH3:1])[N:7]=[C:6]2[N:8]([C:13]3[CH:14]=[C:15]([CH:21]=[CH:22][CH:23]=3)[C:16]([O:18][CH2:19][CH3:20])=[O:17])[N:9]=[CH:10][C:5]=12. (10) Given the reactants [Cl:1][C:2]1[C:3]2[CH:10]=[CH:9][NH:8][C:4]=2[N:5]=[CH:6][N:7]=1.[CH3:11][C:12]([O:15][C:16]([N:18]1[CH2:23][CH2:22][C:21]2([C:27]3[CH:28]=[C:29]([Cl:32])[CH:30]=[CH:31][C:26]=3[NH:25][CH2:24]2)[CH2:20][CH2:19]1)=[O:17])([CH3:14])[CH3:13].CCN(C(C)C)C(C)C.Cl.O1CCOCC1.N.CO, predict the reaction product. The product is: [Cl:1][C:2]1[C:3]2[CH:10]=[CH:9][NH:8][C:4]=2[N:5]=[CH:6][N:7]=1.[CH3:14][C:12]([O:15][C:16]([N:18]1[CH2:19][CH2:20][C:21]2([C:27]3[CH:28]=[C:29]([Cl:32])[CH:30]=[CH:31][C:26]=3[NH:25][CH2:24]2)[CH2:22][CH2:23]1)=[O:17])([CH3:11])[CH3:13].[Cl:32][C:29]1[CH:28]=[C:27]2[C:21]3([CH2:22][CH2:23][NH:18][CH2:19][CH2:20]3)[CH2:24][N:25]([C:2]3[C:3]4[CH:10]=[CH:9][NH:8][C:4]=4[N:5]=[CH:6][N:7]=3)[C:26]2=[CH:31][CH:30]=1.